This data is from Full USPTO retrosynthesis dataset with 1.9M reactions from patents (1976-2016). The task is: Predict the reactants needed to synthesize the given product. (1) Given the product [CH:7]([N:6]1[C:2]2[N:1]=[C:20]3[CH2:19][NH:18][CH2:14][CH2:15][N:12]3[C:10](=[O:11])[C:3]=2[CH:4]=[N:5]1)([CH3:8])[CH3:9], predict the reactants needed to synthesize it. The reactants are: [NH2:1][C:2]1[N:6]([CH:7]([CH3:9])[CH3:8])[N:5]=[CH:4][C:3]=1[C:10]([NH2:12])=[O:11].N[C:14]1[N:18]([C:19]2C=CC=C[CH:20]=2)N=C[C:15]=1C(N)=O. (2) Given the product [CH2:14]([O:13][C@H:4]([CH2:5][CH2:6][CH2:7][CH2:8][CH2:9][CH2:10][CH:11]=[CH2:12])[CH3:3])[C:15]1[CH:20]=[CH:19][CH:18]=[CH:17][CH:16]=1, predict the reactants needed to synthesize it. The reactants are: [H-].[Na+].[CH3:3][C@H:4]([OH:13])[CH2:5][CH2:6][CH2:7][CH2:8][CH2:9][CH2:10][CH:11]=[CH2:12].[CH2:14](Br)[C:15]1[CH:20]=[CH:19][CH:18]=[CH:17][CH:16]=1.[Cl-].[NH4+]. (3) Given the product [CH3:11][C:12]1([CH3:16])[C:13]([CH3:15])([CH3:14])[C:5]2[CH:6]=[CH:7][CH:8]=[C:2]([CH:1]=[O:9])[C:3]=2[O:4]1, predict the reactants needed to synthesize it. The reactants are: [CH:1](=[O:9])[C:2]1[C:3](=[CH:5][CH:6]=[CH:7][CH:8]=1)[OH:4].Br[CH2:11][C:12]([CH3:16])=[C:13]([CH3:15])[CH3:14]. (4) Given the product [C:55]1([C:58]2[CH:59]=[CH:60][CH:61]=[CH:62][CH:63]=2)[CH:56]=[CH:57][C:52]([S:49]([NH:48][C:39]2[C:40]3[C:45](=[CH:44][CH:43]=[CH:42][CH:41]=3)[C:46]([OH:47])=[C:37]([S:35][C:29]3[CH:28]=[CH:27][CH:26]=[CH:31][C:30]=3[C:32]([OH:34])=[O:33])[CH:38]=2)(=[O:51])=[O:50])=[CH:53][CH:54]=1, predict the reactants needed to synthesize it. The reactants are: OC1C2C(=CC=CC=2)C(NS(C2SC=CC=2)(=O)=O)=CC=1SCC(O)=O.[CH:26]1[CH:31]=[C:30]([C:32]([OH:34])=[O:33])[C:29]([SH:35])=[CH:28][CH:27]=1.Cl[C:37]1[C:46](=[O:47])[C:45]2[C:40](=[CH:41][CH:42]=[CH:43][CH:44]=2)/[C:39](=[N:48]/[S:49]([C:52]2[CH:57]=[CH:56][C:55]([C:58]3[CH:63]=[CH:62][CH:61]=[CH:60][CH:59]=3)=[CH:54][CH:53]=2)(=[O:51])=[O:50])/[CH:38]=1. (5) Given the product [N:1]([C:2]1[CH:7]=[CH:6][CH:5]=[CH:4][C:3]=1[NH:8][C:9]([C:11]1[C:23]2[C:22](=[O:24])[C:21]3[C:16](=[CH:17][CH:18]=[CH:19][CH:20]=3)[C:15]=2[CH:14]=[CH:13][CH:12]=1)=[O:10])=[N+:30]=[N-:31], predict the reactants needed to synthesize it. The reactants are: [NH2:1][C:2]1[CH:7]=[CH:6][CH:5]=[CH:4][C:3]=1[NH:8][C:9]([C:11]1[C:23]2[C:22](=[O:24])[C:21]3[C:16](=[CH:17][CH:18]=[CH:19][CH:20]=3)[C:15]=2[CH:14]=[CH:13][CH:12]=1)=[O:10].Cl.N([O-])=O.[Na+].[N-:30]=[N+:31]=[N-].[Na+]. (6) The reactants are: [CH2:1]([N:3]([CH2:15][CH3:16])[C:4](=[O:14])[CH2:5][C:6]1[CH:11]=[CH:10][C:9]([OH:12])=[C:8]([F:13])[CH:7]=1)[CH3:2].C1C=CC(N([S:24]([C:27]([F:30])([F:29])[F:28])(=[O:26])=[O:25])[S:24]([C:27]([F:30])([F:29])[F:28])(=[O:26])=[O:25])=CC=1.CCN(CC)CC. Given the product [CH2:15]([N:3]([CH2:1][CH3:2])[C:4]([CH2:5][C:6]1[CH:11]=[CH:10][C:9]([O:12][S:24]([C:27]([F:30])([F:29])[F:28])(=[O:26])=[O:25])=[C:8]([F:13])[CH:7]=1)=[O:14])[CH3:16], predict the reactants needed to synthesize it.